Regression. Given two drug SMILES strings and cell line genomic features, predict the synergy score measuring deviation from expected non-interaction effect. From a dataset of NCI-60 drug combinations with 297,098 pairs across 59 cell lines. (1) Drug 1: C1=CC(=CC=C1CC(C(=O)O)N)N(CCCl)CCCl.Cl. Drug 2: CC=C1C(=O)NC(C(=O)OC2CC(=O)NC(C(=O)NC(CSSCCC=C2)C(=O)N1)C(C)C)C(C)C. Cell line: IGROV1. Synergy scores: CSS=68.7, Synergy_ZIP=0.463, Synergy_Bliss=6.85, Synergy_Loewe=-37.2, Synergy_HSA=8.72. (2) Drug 1: C1CN1P(=S)(N2CC2)N3CC3. Drug 2: C1=NC2=C(N=C(N=C2N1C3C(C(C(O3)CO)O)O)F)N. Cell line: IGROV1. Synergy scores: CSS=11.3, Synergy_ZIP=-0.469, Synergy_Bliss=2.45, Synergy_Loewe=-6.56, Synergy_HSA=1.37. (3) Drug 1: CC1C(C(CC(O1)OC2CC(OC(C2O)C)OC3=CC4=CC5=C(C(=O)C(C(C5)C(C(=O)C(C(C)O)O)OC)OC6CC(C(C(O6)C)O)OC7CC(C(C(O7)C)O)OC8CC(C(C(O8)C)O)(C)O)C(=C4C(=C3C)O)O)O)O. Drug 2: C(CN)CNCCSP(=O)(O)O. Cell line: OVCAR-4. Synergy scores: CSS=38.7, Synergy_ZIP=0.160, Synergy_Bliss=-0.0159, Synergy_Loewe=-56.2, Synergy_HSA=-0.267. (4) Drug 1: CC1C(C(CC(O1)OC2CC(CC3=C2C(=C4C(=C3O)C(=O)C5=C(C4=O)C(=CC=C5)OC)O)(C(=O)CO)O)N)O.Cl. Drug 2: CCN(CC)CCCC(C)NC1=C2C=C(C=CC2=NC3=C1C=CC(=C3)Cl)OC. Cell line: NCIH23. Synergy scores: CSS=22.2, Synergy_ZIP=-5.33, Synergy_Bliss=-0.267, Synergy_Loewe=-2.31, Synergy_HSA=-0.412. (5) Drug 1: C1CCN(CC1)CCOC2=CC=C(C=C2)C(=O)C3=C(SC4=C3C=CC(=C4)O)C5=CC=C(C=C5)O. Drug 2: CN1CCC(CC1)COC2=C(C=C3C(=C2)N=CN=C3NC4=C(C=C(C=C4)Br)F)OC. Cell line: HOP-62. Synergy scores: CSS=-0.839, Synergy_ZIP=0.154, Synergy_Bliss=-0.0704, Synergy_Loewe=-1.99, Synergy_HSA=-1.48. (6) Drug 1: CN(C)C1=NC(=NC(=N1)N(C)C)N(C)C. Drug 2: C1CCC(C(C1)N)N.C(=O)(C(=O)[O-])[O-].[Pt+4]. Cell line: SK-MEL-5. Synergy scores: CSS=2.69, Synergy_ZIP=-1.55, Synergy_Bliss=2.13, Synergy_Loewe=-13.8, Synergy_HSA=-2.83. (7) Drug 1: C1=CC(=CC=C1CC(C(=O)O)N)N(CCCl)CCCl.Cl. Drug 2: C(CN)CNCCSP(=O)(O)O. Cell line: U251. Synergy scores: CSS=14.5, Synergy_ZIP=-6.89, Synergy_Bliss=-2.59, Synergy_Loewe=-23.7, Synergy_HSA=-2.33. (8) Drug 1: C#CCC(CC1=CN=C2C(=N1)C(=NC(=N2)N)N)C3=CC=C(C=C3)C(=O)NC(CCC(=O)O)C(=O)O. Drug 2: CC1CCCC2(C(O2)CC(NC(=O)CC(C(C(=O)C(C1O)C)(C)C)O)C(=CC3=CSC(=N3)C)C)C. Cell line: OVCAR-4. Synergy scores: CSS=28.3, Synergy_ZIP=-0.949, Synergy_Bliss=-3.12, Synergy_Loewe=-3.69, Synergy_HSA=-3.27. (9) Drug 1: CC(CN1CC(=O)NC(=O)C1)N2CC(=O)NC(=O)C2. Drug 2: C(CCl)NC(=O)N(CCCl)N=O. Cell line: SF-539. Synergy scores: CSS=12.5, Synergy_ZIP=-4.95, Synergy_Bliss=-1.51, Synergy_Loewe=-1.36, Synergy_HSA=-1.11. (10) Drug 1: COC1=CC(=CC(=C1O)OC)C2C3C(COC3=O)C(C4=CC5=C(C=C24)OCO5)OC6C(C(C7C(O6)COC(O7)C8=CC=CS8)O)O. Drug 2: C1=NNC2=C1C(=O)NC=N2. Cell line: A549. Synergy scores: CSS=33.5, Synergy_ZIP=-1.36, Synergy_Bliss=-2.03, Synergy_Loewe=-43.4, Synergy_HSA=-1.20.